Predict the reactants needed to synthesize the given product. From a dataset of Full USPTO retrosynthesis dataset with 1.9M reactions from patents (1976-2016). (1) Given the product [F:7][C:8]1[CH:9]=[C:10]([N+:16]([O-:18])=[O:17])[CH:11]=[C:12]([F:15])[C:13]=1[N:1]1[CH2:6][CH2:5][O:4][CH2:3][CH2:2]1, predict the reactants needed to synthesize it. The reactants are: [NH:1]1[CH2:6][CH2:5][O:4][CH2:3][CH2:2]1.[F:7][C:8]1[CH:9]=[C:10]([N+:16]([O-:18])=[O:17])[CH:11]=[C:12]([F:15])[C:13]=1F. (2) Given the product [C:29]1([C:32]2[CH:33]=[CH:34][CH:35]=[CH:36][CH:37]=2)[CH:28]=[CH:27][C:26]([CH2:25][C@@H:24]([NH:38][C:39]([N:1]2[CH:5]=[CH:4][C:3]([C:6]([OH:8])=[O:7])=[N:2]2)=[O:40])[CH2:23][C@H:22]([C:21]([O:20][CH2:18][CH3:19])=[O:42])[CH3:41])=[CH:31][CH:30]=1, predict the reactants needed to synthesize it. The reactants are: [NH:1]1[CH:5]=[CH:4][C:3]([C:6]([OH:8])=[O:7])=[N:2]1.C(N(C(C)C)CC)(C)C.[CH2:18]([O:20][C:21](=[O:42])[C@H:22]([CH3:41])[CH2:23][C@H:24]([N:38]=[C:39]=[O:40])[CH2:25][C:26]1[CH:31]=[CH:30][C:29]([C:32]2[CH:37]=[CH:36][CH:35]=[CH:34][CH:33]=2)=[CH:28][CH:27]=1)[CH3:19]. (3) Given the product [CH3:22][C:4]([N:23]1[CH2:27][CH2:26][C@H:25]([O:28][C:29]2[CH:34]=[CH:33][CH:32]=[CH:31][CH:30]=2)[CH2:24]1)([CH3:3])[CH2:5][CH2:6][C:7]([C:16]1[CH:17]=[CH:18][CH:19]=[CH:20][CH:21]=1)([C:10]1[CH:11]=[CH:12][CH:13]=[CH:14][CH:15]=1)[C:8]([NH2:9])=[O:1], predict the reactants needed to synthesize it. The reactants are: [OH-:1].[K+].[CH3:3][C:4]([N:23]1[CH2:27][CH2:26][C@H:25]([O:28][C:29]2[CH:34]=[CH:33][CH:32]=[CH:31][CH:30]=2)[CH2:24]1)([CH3:22])[CH2:5][CH2:6][C:7]([C:16]1[CH:21]=[CH:20][CH:19]=[CH:18][CH:17]=1)([C:10]1[CH:15]=[CH:14][CH:13]=[CH:12][CH:11]=1)[C:8]#[N:9]. (4) Given the product [CH3:9][N:17]([CH3:18])[C:2]1[N:10]=[C:11]([CH3:12])[C:5]([C:12]2[N:13]=[C:8]([CH2:6][CH3:7])[C:9]([NH:17][C@@H:18]3[C:26]4[C:21](=[CH:22][CH:23]=[CH:24][CH:25]=4)[CH2:20][C@@H:19]3[O:27][C:28](=[O:30])[CH3:29])=[N:10][C:11]=2[CH2:15][CH3:16])=[CH:4][CH:3]=1, predict the reactants needed to synthesize it. The reactants are: O1[CH2:5][CH2:4][CH2:3][CH2:2]1.[CH2:6]([C:8]1[C:9]([NH:17][C@@H:18]2[C:26]3[C:21](=[CH:22][CH:23]=[CH:24][CH:25]=3)[CH2:20][C@@H:19]2[O:27][C:28](=[O:30])[CH3:29])=[N:10][C:11]([CH2:15][CH3:16])=[C:12](I)[N:13]=1)[CH3:7].F.[K]. (5) Given the product [CH2:35]([O:37][C:38]([C:40]1[CH2:44][CH2:43][CH2:42][C:41]=1[C:12]1[C:13]2[C:18](=[CH:17][CH:16]=[C:15]([C:19]#[N:20])[CH:14]=2)[N:10]([S:7]([C:4]2[CH:5]=[CH:6][C:1]([CH3:34])=[CH:2][CH:3]=2)(=[O:9])=[O:8])[CH:11]=1)=[O:39])[CH3:36], predict the reactants needed to synthesize it. The reactants are: [C:1]1([CH3:34])[CH:6]=[CH:5][C:4]([S:7]([N:10]2[C:18]3[C:13](=[CH:14][C:15]([C:19]#[N:20])=[CH:16][CH:17]=3)[C:12]([Sn](CCCC)(CCCC)CCCC)=[CH:11]2)(=[O:9])=[O:8])=[CH:3][CH:2]=1.[CH2:35]([O:37][C:38]([C:40]1[CH2:44][CH2:43][CH2:42][C:41]=1OS(C(F)(F)F)(=O)=O)=[O:39])[CH3:36].C1([As](C2C=CC=CC=2)C2C=CC=CC=2)C=CC=CC=1. (6) Given the product [CH:1]1([NH:4][C:5](=[O:24])[C:6]2[CH:11]=[CH:10][C:9]([CH3:12])=[C:8]([C:13]3[CH:14]=[C:15]4[C:20](=[CH:21][CH:22]=3)[C:19](=[O:23])[N:18]([CH2:36][C:34]3[CH:29]=[CH:30][C:31]([OH:35])=[CH:32][CH:33]=3)[CH:17]=[CH:16]4)[CH:7]=2)[CH2:2][CH2:3]1, predict the reactants needed to synthesize it. The reactants are: [CH:1]1([NH:4][C:5](=[O:24])[C:6]2[CH:11]=[CH:10][C:9]([CH3:12])=[C:8]([C:13]3[CH:14]=[C:15]4[C:20](=[CH:21][CH:22]=3)[C:19](=[O:23])[NH:18][CH:17]=[CH:16]4)[CH:7]=2)[CH2:3][CH2:2]1.[H-].[Na+].BrC[C:29]1[CH:30]=[C:31]([OH:35])[CH:32]=[CH:33][CH:34]=1.[CH3:36]N(C=O)C.